Predict the reactants needed to synthesize the given product. From a dataset of Full USPTO retrosynthesis dataset with 1.9M reactions from patents (1976-2016). (1) Given the product [CH3:32][C:21]1[N:22]=[C:23]2[N:24]([CH2:27][CH2:28][CH2:29][CH:30]2[OH:31])[C:25](=[O:26])[C:20]=1[CH2:19][CH2:18][N:12]1[CH2:11][CH2:10][CH:9]([C:6]2[C:5]3[CH:15]=[CH:16][C:2]([F:1])=[CH:3][C:4]=3[O:8][N:7]=2)[CH2:14][CH2:13]1, predict the reactants needed to synthesize it. The reactants are: [F:1][C:2]1[CH:16]=[CH:15][C:5]2[C:6]([CH:9]3[CH2:14][CH2:13][NH:12][CH2:11][CH2:10]3)=[N:7][O:8][C:4]=2[CH:3]=1.Cl[CH2:18][CH2:19][C:20]1[C:25](=[O:26])[N:24]2[CH2:27][CH2:28][CH2:29][CH:30]([OH:31])[C:23]2=[N:22][C:21]=1[CH3:32].C(N(C(C)C)CC)(C)C.[BH4-].[Na+]. (2) Given the product [CH3:1][C:2]1[O:6][C:5](/[CH:7]=[N:9]/[C@H:10]([C:13]2[CH:18]=[CH:17][CH:16]=[CH:15][CH:14]=2)[CH2:11][OH:12])=[CH:4][CH:3]=1, predict the reactants needed to synthesize it. The reactants are: [CH3:1][C:2]1[O:6][C:5]([CH:7]=O)=[CH:4][CH:3]=1.[NH2:9][C@H:10]([C:13]1[CH:18]=[CH:17][CH:16]=[CH:15][CH:14]=1)[CH2:11][OH:12]. (3) Given the product [Br:1][C:2]1[CH:3]=[C:4]([CH:5]=[C:6]([F:8])[CH:7]=1)[O:9][Si:10]([C:13]([CH3:16])([CH3:15])[CH3:14])([CH3:12])[CH3:11], predict the reactants needed to synthesize it. The reactants are: [Br:1][C:2]1[CH:3]=[C:4]([OH:9])[CH:5]=[C:6]([F:8])[CH:7]=1.[Si:10](Cl)([C:13]([CH3:16])([CH3:15])[CH3:14])([CH3:12])[CH3:11].N1C=CN=C1. (4) Given the product [CH3:1][O:2][C:3]1[CH:4]=[CH:5][C:6]([CH2:7][N:8]([C:9]2[S:17][C:12]3=[CH:13][N:14]=[CH:15][CH:16]=[C:11]3[C:10]=2[C:18]([C:20]2[CH:21]=[C:22]3[C:26](=[CH:27][CH:28]=2)[C:25](=[N:29][OH:30])[CH2:24][CH2:23]3)=[O:19])[C:57](=[O:60])[CH2:58][CH3:59])=[CH:38][CH:39]=1, predict the reactants needed to synthesize it. The reactants are: [CH3:1][O:2][C:3]1[CH:39]=[CH:38][C:6]([CH2:7][NH:8][C:9]2[S:17][C:12]3=[CH:13][N:14]=[CH:15][CH:16]=[C:11]3[C:10]=2[C:18]([C:20]2[CH:21]=[C:22]3[C:26](=[CH:27][CH:28]=2)[C:25](=[N:29][O:30][Si](C(C)(C)C)(C)C)[CH2:24][CH2:23]3)=[O:19])=[CH:5][CH:4]=1.C[Si]([N-][Si](C)(C)C)(C)C.[Na+].C1(C)C=CC=CC=1.[C:57](Cl)(=[O:60])[CH2:58][CH3:59]. (5) Given the product [Cl:19][C:20]([O:11][CH2:10][CH2:9][O:8][CH2:1][C:2]1[CH:7]=[CH:6][CH:5]=[CH:4][CH:3]=1)=[O:22], predict the reactants needed to synthesize it. The reactants are: [CH2:1]([O:8][CH2:9][CH2:10][OH:11])[C:2]1[CH:7]=[CH:6][CH:5]=[CH:4][CH:3]=1.C(N(CC)CC)C.[Cl:19][C:20](Cl)([O:22]C(=O)OC(Cl)(Cl)Cl)Cl. (6) Given the product [C:14]1([CH3:17])[CH:15]=[CH:16][C:11]([C:9]2[N:10]=[C:5]3[CH:4]=[CH:3][C:2]([C:24]4[CH:25]=[C:20]([CH2:19][OH:18])[CH:21]=[CH:22][CH:23]=4)=[CH:7][N:6]3[CH:8]=2)=[CH:12][CH:13]=1, predict the reactants needed to synthesize it. The reactants are: Br[C:2]1[CH:3]=[CH:4][C:5]2[N:6]([CH:8]=[C:9]([C:11]3[CH:16]=[CH:15][C:14]([CH3:17])=[CH:13][CH:12]=3)[N:10]=2)[CH:7]=1.[OH:18][CH2:19][C:20]1[CH:21]=[C:22](B(O)O)[CH:23]=[CH:24][CH:25]=1.C1(C)C=CC=CC=1.C(=O)([O-])[O-].[Na+].[Na+]. (7) Given the product [CH3:21][S:22]([O:13][CH2:12][CH2:11][CH2:10][CH2:9][O:8][Si:1]([C:4]([CH3:6])([CH3:7])[CH3:5])([CH3:3])[CH3:2])(=[O:24])=[O:23], predict the reactants needed to synthesize it. The reactants are: [Si:1]([O:8][CH2:9][CH2:10][CH2:11][CH2:12][OH:13])([C:4]([CH3:7])([CH3:6])[CH3:5])([CH3:3])[CH3:2].C(N(CC)CC)C.[CH3:21][S:22](Cl)(=[O:24])=[O:23]. (8) Given the product [CH3:17][O:16][C:12]1[CH:13]=[CH:14][C:15]2[C:10]([CH:11]=1)=[CH:9][CH:8]=[C:7]1[C:6]=2[O:5][CH2:4][C:3]2[CH:18]=[C:19]([O:22][CH3:23])[CH:20]=[CH:21][C:2]1=2, predict the reactants needed to synthesize it. The reactants are: Br[C:2]1[CH:21]=[CH:20][C:19]([O:22][CH3:23])=[CH:18][C:3]=1[CH2:4][O:5][C:6]1[C:15]2[C:10](=[CH:11][C:12]([O:16][CH3:17])=[CH:13][CH:14]=2)[CH:9]=[CH:8][CH:7]=1.C([O-])(=O)C.[Na+].O. (9) Given the product [Br:1][CH2:2][CH2:3][CH2:4][N:5]1[CH2:9][CH2:8][N:7]([CH2:10][CH2:11][CH2:12][O:13][S:27]([CH3:26])(=[O:29])=[O:28])[C:6]1=[C:14]([C:17]#[N:18])[C:15]#[N:16], predict the reactants needed to synthesize it. The reactants are: [Br:1][CH2:2][CH2:3][CH2:4][N:5]1[CH2:9][CH2:8][N:7]([CH2:10][CH2:11][CH2:12][OH:13])[C:6]1=[C:14]([C:17]#[N:18])[C:15]#[N:16].C(N(CC)CC)C.[CH3:26][S:27](Cl)(=[O:29])=[O:28].